Dataset: Full USPTO retrosynthesis dataset with 1.9M reactions from patents (1976-2016). Task: Predict the reactants needed to synthesize the given product. (1) Given the product [F:8][C:5]1[CH:6]=[CH:7][C:2]([B:20]2[O:21][C:22]([CH3:24])([CH3:23])[C:18]([CH3:34])([CH3:17])[O:19]2)=[C:3]([NH:9][C:10](=[O:16])[O:11][C:12]([CH3:15])([CH3:14])[CH3:13])[CH:4]=1, predict the reactants needed to synthesize it. The reactants are: Br[C:2]1[CH:7]=[CH:6][C:5]([F:8])=[CH:4][C:3]=1[NH:9][C:10](=[O:16])[O:11][C:12]([CH3:15])([CH3:14])[CH3:13].[CH3:17][C:18]1([CH3:34])[C:22]([CH3:24])([CH3:23])[O:21][B:20]([B:20]2[O:21][C:22]([CH3:24])([CH3:23])[C:18]([CH3:34])([CH3:17])[O:19]2)[O:19]1.C([O-])(=O)C.[Na+]. (2) Given the product [C:61]([O:60][C:59](=[O:65])[NH:58][C:48]1[CH:49]=[CH:50][C:51]([C:53]2[CH:57]=[CH:56][S:55][CH:54]=2)=[CH:52][C:47]=1[NH:46][C:20](=[O:21])[C:19]1[CH:23]=[CH:24][C:16]([CH:6]([CH2:5][NH:4][C:1](=[O:3])[CH3:2])[C:7]([NH:9][C:10]2[CH:15]=[CH:14][CH:13]=[CH:12][CH:11]=2)=[O:8])=[CH:17][CH:18]=1)([CH3:62])([CH3:64])[CH3:63], predict the reactants needed to synthesize it. The reactants are: [C:1]([NH:4][CH2:5][CH:6]([C:16]1[CH:24]=[CH:23][C:19]([C:20](O)=[O:21])=[CH:18][CH:17]=1)[C:7]([NH:9][C:10]1[CH:15]=[CH:14][CH:13]=[CH:12][CH:11]=1)=[O:8])(=[O:3])[CH3:2].CCN=C=NCCCN(C)C.C1C=CC2N(O)N=NC=2C=1.[NH2:46][C:47]1[CH:52]=[C:51]([C:53]2[CH:57]=[CH:56][S:55][CH:54]=2)[CH:50]=[CH:49][C:48]=1[NH:58][C:59](=[O:65])[O:60][C:61]([CH3:64])([CH3:63])[CH3:62]. (3) Given the product [OH:1][CH:2]1[CH2:7][CH2:6][N:5]([C:9]([O:11][CH2:12][CH:13]=[CH2:14])=[O:10])[CH2:4][CH2:3]1, predict the reactants needed to synthesize it. The reactants are: [OH:1][CH:2]1[CH2:7][CH2:6][NH:5][CH2:4][CH2:3]1.Cl[C:9]([O:11][CH2:12][CH:13]=[CH2:14])=[O:10].CCN(C(C)C)C(C)C. (4) Given the product [F:25][C:22]1[CH:21]=[CH:20][C:19]([CH2:18][N:6]2[C:7]3[C:12](=[CH:11][C:10]([S:14]([CH3:17])(=[O:15])=[O:16])=[CH:9][CH:8]=3)[CH:13]=[C:5]2[C:3]([OH:4])=[O:2])=[CH:24][CH:23]=1, predict the reactants needed to synthesize it. The reactants are: C[O:2][C:3]([C:5]1[N:6]([CH2:18][C:19]2[CH:24]=[CH:23][C:22]([F:25])=[CH:21][CH:20]=2)[C:7]2[C:12]([CH:13]=1)=[CH:11][C:10]([S:14]([CH3:17])(=[O:16])=[O:15])=[CH:9][CH:8]=2)=[O:4].O1CCCC1.[OH-].[Na+].Cl. (5) Given the product [CH2:1]([N:8]1[C:9](=[O:12])[CH2:10][O:19][C@H:14]2[CH2:15][CH2:16][CH2:17][CH2:18][C@@H:13]12)[C:2]1[CH:7]=[CH:6][CH:5]=[CH:4][CH:3]=1, predict the reactants needed to synthesize it. The reactants are: [CH2:1]([N:8]([C@@H:13]1[CH2:18][CH2:17][CH2:16][CH2:15][C@@H:14]1[OH:19])[C:9](=[O:12])[CH2:10]Cl)[C:2]1[CH:7]=[CH:6][CH:5]=[CH:4][CH:3]=1.[H-].[Na+]. (6) Given the product [CH3:1][C:2]1[C:11]2[C:10](=[O:15])[CH2:9][C:8]([CH3:7])([CH3:16])[CH2:13][C:12]=2[NH:5][CH:4]=1, predict the reactants needed to synthesize it. The reactants are: [CH3:1][C:2](/[CH:4]=[N:5]/O)=O.[CH3:7][C:8]1([CH3:16])[CH2:13][C:12](=O)[CH2:11][C:10](=[O:15])[CH2:9]1.